From a dataset of Reaction yield outcomes from USPTO patents with 853,638 reactions. Predict the reaction yield, written as a fraction of the theoretical maximum amount of product (1.0 means a 100% yield; for example, 0.34 means a 34% yield). (1) The reactants are C1([C:7](=[N:14]CCCO)C2C=CC=CC=2)C=CC=CC=1.C1(P(C2C=CC=CC=2)C2C=CC=CC=2)C=CC=CC=1.N(C(OC(C)C)=O)=NC(OC(C)C)=O.[Cl:52][C:53]1[CH:54]=[C:55]([N:60]2[C:64](=[O:65])[O:63][N:62]=[C:61]2[C:66]2[C:67]([NH:71][C:72](=O)[C:73](F)(F)F)=[N:68][O:69][N:70]=2)[CH:56]=[CH:57][C:58]=1[F:59].[F:78][C:79]([F:84])([F:83])[C:80]([OH:82])=[O:81]. The catalyst is O1CCCC1. The product is [F:78][C:79]([F:84])([F:83])[C:80]([OH:82])=[O:81].[NH2:14][CH2:7][CH2:73][CH2:72][NH:71][C:67]1[C:66]([C:61]2[N:60]([C:55]3[CH:56]=[CH:57][C:58]([F:59])=[C:53]([Cl:52])[CH:54]=3)[C:64](=[O:65])[O:63][N:62]=2)=[N:70][O:69][N:68]=1. The yield is 0.150. (2) The reactants are Cl.[C:2]([CH2:4][C:5](=[NH:9])[O:6][CH2:7][CH3:8])#[N:3].[NH2:10]N. The catalyst is CCO. The product is [CH2:7]([O:6][C:5]1[CH:4]=[C:2]([NH2:10])[NH:3][N:9]=1)[CH3:8]. The yield is 0.110. (3) The reactants are [NH2:1][C:2]1[CH:3]=[CH:4][C:5]2[O:9][C:8](=[O:10])[NH:7][C:6]=2[CH:11]=1.[Cl:12][C:13]1[N:18]=[C:17](Cl)[C:16]([CH3:20])=[CH:15][N:14]=1.CO. The catalyst is O. The product is [Cl:12][C:13]1[N:18]=[C:17]([NH:1][C:2]2[CH:3]=[CH:4][C:5]3[O:9][C:8](=[O:10])[NH:7][C:6]=3[CH:11]=2)[C:16]([CH3:20])=[CH:15][N:14]=1. The yield is 0.710. (4) The reactants are [NH2:1][C:2]1[CH:27]=[CH:26][C:5]([O:6][C:7]2[CH:12]=[CH:11][N:10]=[C:9]([NH:13][C:14]([N:16]3[CH2:21][CH2:20][CH:19]([CH2:22][N:23]([CH3:25])[CH3:24])[CH2:18][CH2:17]3)=[O:15])[CH:8]=2)=[C:4]([F:28])[CH:3]=1.[F:29][C:30]1[CH:35]=[CH:34][C:33]([CH2:36][C:37]([N:39]=[C:40]=[O:41])=[O:38])=[CH:32][CH:31]=1. The catalyst is O1CCCC1. The product is [CH3:24][N:23]([CH2:22][CH:19]1[CH2:18][CH2:17][N:16]([C:14]([NH:13][C:9]2[CH:8]=[C:7]([O:6][C:5]3[CH:26]=[CH:27][C:2]([NH:1][C:40]([NH:39][C:37](=[O:38])[CH2:36][C:33]4[CH:34]=[CH:35][C:30]([F:29])=[CH:31][CH:32]=4)=[O:41])=[CH:3][C:4]=3[F:28])[CH:12]=[CH:11][N:10]=2)=[O:15])[CH2:21][CH2:20]1)[CH3:25]. The yield is 0.150. (5) The reactants are [NH2:1][C@H:2]([CH2:21][C:22]1[CH:27]=[CH:26][C:25]([Cl:28])=[CH:24][CH:23]=1)[C:3]([N:5]1[CH2:10][CH2:9][N:8]([C:11]2[C:20]3[C:15](=[CH:16][CH:17]=[CH:18][CH:19]=3)[N:14]=[CH:13][N:12]=2)[CH2:7][CH2:6]1)=[O:4].[C:29]([CH:36]([NH2:39])C=O)(OC(C)(C)C)=O.[BH4-].[Na+]. The catalyst is CO. The product is [NH2:39][CH2:36][CH2:29][NH:1][C@H:2]([CH2:21][C:22]1[CH:23]=[CH:24][C:25]([Cl:28])=[CH:26][CH:27]=1)[C:3]([N:5]1[CH2:10][CH2:9][N:8]([C:11]2[C:20]3[C:15](=[CH:16][CH:17]=[CH:18][CH:19]=3)[N:14]=[CH:13][N:12]=2)[CH2:7][CH2:6]1)=[O:4]. The yield is 0.510. (6) The reactants are [CH:1]1([C:4]2[C:5]([O:23][CH2:24][C:25]([F:28])([F:27])[F:26])=[CH:6][C:7]([C:10]([NH:12][C:13]([C:17]3[N:21]=[C:20]([CH3:22])[O:19][N:18]=3)([CH3:16])[CH2:14][OH:15])=[O:11])=[N:8][CH:9]=2)[CH2:3][CH2:2]1.CC(OI1(OC(C)=O)(OC(C)=O)OC(=O)C2C=CC=CC1=2)=O. The catalyst is ClCCl. The product is [CH:1]1([C:4]2[C:5]([O:23][CH2:24][C:25]([F:26])([F:27])[F:28])=[CH:6][C:7]([C:10]([NH:12][C:13]([CH3:16])([C:17]3[N:21]=[C:20]([CH3:22])[O:19][N:18]=3)[CH:14]=[O:15])=[O:11])=[N:8][CH:9]=2)[CH2:2][CH2:3]1. The yield is 0.710. (7) The yield is 0.590. The reactants are [CH2:1]([O:8][C:9]([NH:11][C@@H:12]([CH:18]([CH3:20])[CH3:19])[CH2:13][C:14](OC)=[O:15])=[O:10])[C:2]1[CH:7]=[CH:6][CH:5]=[CH:4][CH:3]=1.[Li+].[BH4-]. The catalyst is C1COCC1. The product is [CH2:1]([O:8][C:9](=[O:10])[NH:11][C@@H:12]([CH:18]([CH3:19])[CH3:20])[CH2:13][CH2:14][OH:15])[C:2]1[CH:7]=[CH:6][CH:5]=[CH:4][CH:3]=1.